From a dataset of Catalyst prediction with 721,799 reactions and 888 catalyst types from USPTO. Predict which catalyst facilitates the given reaction. Reactant: [C:1]([S:5][C:6]1[CH:11]=[CH:10][C:9]([C:12]2[CH:17]=[CH:16][C:15](CBr)=[CH:14][CH:13]=2)=[CH:8][CH:7]=1)([CH3:4])([CH3:3])[CH3:2].[CH2:20]([Li])CCC.[F:25][C:26]1[C:31]([C:32]2[C:37]([F:38])=[C:36]([F:39])[C:35](F)=[C:34]([F:41])[C:33]=2[F:42])=[C:30]([F:43])[C:29]([F:44])=[C:28]([F:45])[C:27]=1[F:46].C(=O)(O)[O-].[Na+]. Product: [C:1]([S:5][C:6]1[CH:11]=[CH:10][C:9]([C:12]2[CH:17]=[CH:16][CH:15]=[CH:14][CH:13]=2)=[CH:8][CH:7]=1)([CH3:4])([CH3:2])[CH3:3].[F:43][C:30]1[C:31]([C:32]2[C:33]([F:42])=[C:34]([F:41])[C:35]([CH3:20])=[C:36]([F:39])[C:37]=2[F:38])=[C:26]([F:25])[C:27]([F:46])=[C:28]([F:45])[C:29]=1[F:44]. The catalyst class is: 1.